This data is from Reaction yield outcomes from USPTO patents with 853,638 reactions. The task is: Predict the reaction yield, written as a fraction of the theoretical maximum amount of product (1.0 means a 100% yield; for example, 0.34 means a 34% yield). (1) The reactants are S(=O)(=O)(O)O.[CH2:6]([O:8][C:9](=[O:26])[CH:10]([C:15]1[CH:20]=[CH:19][C:18](N)=[C:17]([C:22]([F:25])([F:24])[F:23])[CH:16]=1)[CH2:11][CH:12]([CH3:14])[CH3:13])[CH3:7].[N:27]([O-:29])=[O:28].[Na+].NC(N)=[O:33]. The catalyst is O.C(OCC)C. The product is [CH2:6]([O:8][C:9](=[O:26])[CH:10]([C:15]1[CH:16]=[C:17]([C:22]([F:25])([F:24])[F:23])[C:18]([OH:33])=[C:19]([N+:27]([O-:29])=[O:28])[CH:20]=1)[CH2:11][CH:12]([CH3:14])[CH3:13])[CH3:7]. The yield is 0.310. (2) The reactants are [C:1]([NH2:5])([CH3:4])([CH3:3])[CH3:2].[Cl:6][CH2:7][CH2:8][CH2:9][S:10](Cl)(=[O:12])=[O:11]. The catalyst is C1COCC1. The product is [C:1]([NH:5][S:10]([CH2:9][CH2:8][CH2:7][Cl:6])(=[O:12])=[O:11])([CH3:4])([CH3:3])[CH3:2]. The yield is 0.990. (3) The reactants are [CH:1]([N:14]1[CH2:17][C:16]([CH2:19][NH2:20])([F:18])[CH2:15]1)([C:8]1[CH:13]=[CH:12][CH:11]=[CH:10][CH:9]=1)[C:2]1[CH:7]=[CH:6][CH:5]=[CH:4][CH:3]=1.[CH3:21][C:22]([O:25][C:26](O[C:26]([O:25][C:22]([CH3:24])([CH3:23])[CH3:21])=[O:27])=[O:27])([CH3:24])[CH3:23]. The catalyst is C(Cl)Cl. The product is [CH:1]([N:14]1[CH2:15][C:16]([CH2:19][NH:20][C:26](=[O:27])[O:25][C:22]([CH3:24])([CH3:23])[CH3:21])([F:18])[CH2:17]1)([C:8]1[CH:13]=[CH:12][CH:11]=[CH:10][CH:9]=1)[C:2]1[CH:7]=[CH:6][CH:5]=[CH:4][CH:3]=1. The yield is 1.00.